This data is from Catalyst prediction with 721,799 reactions and 888 catalyst types from USPTO. The task is: Predict which catalyst facilitates the given reaction. (1) Reactant: [NH2:1][C:2]1[N:3]=[CH:4][C:5]2[CH2:11][N:10]([C:12]3[CH:13]=[C:14]([CH:18]=[CH:19][CH:20]=3)[C:15](O)=[O:16])[CH2:9][CH2:8][C:6]=2[N:7]=1.C(N(CC)C(C)C)(C)C.CN(C(ON1N=NC2C=CC=CC1=2)=[N+](C)C)C.F[P-](F)(F)(F)(F)F.[CH3:54][N:55]1[CH2:60][CH2:59][CH:58]([O:61][C:62]2[CH:68]=[CH:67][C:65]([NH2:66])=[CH:64][CH:63]=2)[CH2:57][CH2:56]1. Product: [NH2:1][C:2]1[N:3]=[CH:4][C:5]2[CH2:11][N:10]([C:12]3[CH:13]=[C:14]([CH:18]=[CH:19][CH:20]=3)[C:15]([NH:66][C:65]3[CH:64]=[CH:63][C:62]([O:61][CH:58]4[CH2:59][CH2:60][N:55]([CH3:54])[CH2:56][CH2:57]4)=[CH:68][CH:67]=3)=[O:16])[CH2:9][CH2:8][C:6]=2[N:7]=1. The catalyst class is: 3. (2) Reactant: Cl[C:2]1[CH:7]=[C:6]([NH:8][C:9]2[CH:18]=[CH:17][CH:16]=[CH:15][C:10]=2[C:11]([NH:13][CH3:14])=[O:12])[C:5]([Cl:19])=[CH:4][N:3]=1.[CH2:20]([N:22]1[C:26]([NH2:27])=[CH:25][C:24]([CH2:28][CH2:29][N:30]2[CH2:34][CH2:33][CH2:32][CH2:31]2)=[N:23]1)[CH3:21].C(=O)([O-])[O-].[Cs+].[Cs+].C1C=CC(P(C2C(C3C(P(C4C=CC=CC=4)C4C=CC=CC=4)=CC=C4C=3C=CC=C4)=C3C(C=CC=C3)=CC=2)C2C=CC=CC=2)=CC=1. Product: [Cl:19][C:5]1[C:6]([NH:8][C:9]2[CH:18]=[CH:17][CH:16]=[CH:15][C:10]=2[C:11]([NH:13][CH3:14])=[O:12])=[CH:7][C:2]([NH:27][C:26]2[N:22]([CH2:20][CH3:21])[N:23]=[C:24]([CH2:28][CH2:29][N:30]3[CH2:34][CH2:33][CH2:32][CH2:31]3)[CH:25]=2)=[N:3][CH:4]=1. The catalyst class is: 584.